Predict the reactants needed to synthesize the given product. From a dataset of Full USPTO retrosynthesis dataset with 1.9M reactions from patents (1976-2016). (1) Given the product [CH2:11]([C:15]1[N:19]([C:20]2[CH:25]=[CH:24][CH:23]=[CH:22][CH:21]=2)[N:18]=[C:17]([CH:26]=[N:2][OH:3])[CH:16]=1)[CH:12]([CH3:14])[CH3:13], predict the reactants needed to synthesize it. The reactants are: Cl.[NH2:2][OH:3].C(N(CC)CC)C.[CH2:11]([C:15]1[N:19]([C:20]2[CH:25]=[CH:24][CH:23]=[CH:22][CH:21]=2)[N:18]=[C:17]([CH:26]=O)[CH:16]=1)[CH:12]([CH3:14])[CH3:13]. (2) Given the product [CH3:15][N:16]([CH3:17])[C:11](=[O:13])[C@H:9]([CH3:10])[NH:8][C:1]([O:3][C:4]([CH3:7])([CH3:6])[CH3:5])=[O:2], predict the reactants needed to synthesize it. The reactants are: [C:1]([NH:8][C@H:9]([C:11]([OH:13])=O)[CH3:10])([O:3][C:4]([CH3:7])([CH3:6])[CH3:5])=[O:2].Cl.[CH3:15][NH:16][CH3:17].CCN(C(C)C)C(C)C.C1C=CC2N(O)N=NC=2C=1.CCN=C=NCCCN(C)C. (3) Given the product [OH:50][C:51]1[CH:58]=[CH:57][C:54]([CH2:55][NH:56][CH2:2][CH2:3][CH2:4][N:5]2[CH2:9][CH2:8][N:7]([CH2:10][CH2:11][CH2:12][N:13]3[CH2:14][CH2:15][CH:16]([O:19][C:20](=[O:34])[NH:21][C:22]4[CH:27]=[CH:26][CH:25]=[CH:24][C:23]=4[C:28]4[CH:33]=[CH:32][CH:31]=[CH:30][CH:29]=4)[CH2:17][CH2:18]3)[C:6]2=[O:35])=[CH:53][CH:52]=1, predict the reactants needed to synthesize it. The reactants are: O[CH2:2][CH2:3][CH2:4][N:5]1[CH2:9][CH2:8][N:7]([CH2:10][CH2:11][CH2:12][N:13]2[CH2:18][CH2:17][CH:16]([O:19][C:20](=[O:34])[NH:21][C:22]3[CH:27]=[CH:26][CH:25]=[CH:24][C:23]=3[C:28]3[CH:33]=[CH:32][CH:31]=[CH:30][CH:29]=3)[CH2:15][CH2:14]2)[C:6]1=[O:35].CS(C)=O.CCN(C(C)C)C(C)C.Br.[OH:50][C:51]1[CH:58]=[CH:57][C:54]([CH2:55][NH2:56])=[CH:53][CH:52]=1.[BH-](OC(C)=O)(OC(C)=O)OC(C)=O.[Na+].[OH-].[Na+]. (4) Given the product [O:14]=[C:10]1[CH2:11][CH2:12][CH2:13][N:8]([C:23]([O:25][C:26]([CH3:27])([CH3:28])[CH3:29])=[O:24])[CH2:9]1, predict the reactants needed to synthesize it. The reactants are: C([N:8]1[CH2:13][CH2:12][CH2:11][C:10](=[O:14])[CH2:9]1)C1C=CC=CC=1.[C:23](O[C:23]([O:25][C:26]([CH3:29])([CH3:28])[CH3:27])=[O:24])([O:25][C:26]([CH3:29])([CH3:28])[CH3:27])=[O:24].C(N(CC)CC)C.[H][H]. (5) Given the product [C:1]([O:5][C:6](=[O:38])[N:7]([C:16]1[S:17][C@:18]2([C:32](=[O:37])[NH:33][CH3:34])[C@H:20]([C@:21]([C:24]3[CH:29]=[C:28]([NH2:30])[CH:27]=[CH:26][C:25]=3[F:31])([CH3:23])[N:22]=1)[CH2:19]2)[CH2:8][O:9][CH2:10][CH2:11][Si:12]([CH3:15])([CH3:14])[CH3:13])([CH3:3])([CH3:2])[CH3:4], predict the reactants needed to synthesize it. The reactants are: [C:1]([O:5][C:6](=[O:38])[N:7]([C:16]1[S:17][C@:18]2([C:32](=[O:37])[NH:33][CH:34]3CC3)[C@H:20]([C@:21]([C:24]3[CH:29]=[C:28]([NH2:30])[CH:27]=[CH:26][C:25]=3[F:31])([CH3:23])[N:22]=1)[CH2:19]2)[CH2:8][O:9][CH2:10][CH2:11][Si:12]([CH3:15])([CH3:14])[CH3:13])([CH3:4])([CH3:3])[CH3:2].CN.BrC1C=CC(F)=C([C@]2(C)C3[C@](C(O)=O)(C3)SC(N(C(OC(C)(C)C)=O)COCC[Si](C)(C)C)=N2)C=1. (6) Given the product [C:35]([O:39][C:40]([N:42]1[CH2:46][CH2:45][CH:44]([N:18]2[CH:19]=[C:20]([C:22]3[CH:27]=[CH:26][C:25]([F:28])=[C:24]([C:29]([F:32])([F:30])[F:31])[CH:23]=3)[N:21]=[C:17]2[CH:14]2[CH2:13][CH2:12][N:11]([C:9]([O:8][CH2:1][C:2]3[CH:7]=[CH:6][CH:5]=[CH:4][CH:3]=3)=[O:10])[CH2:16][CH2:15]2)[CH2:43]1)=[O:41])([CH3:38])([CH3:36])[CH3:37], predict the reactants needed to synthesize it. The reactants are: [CH2:1]([O:8][C:9]([N:11]1[CH2:16][CH2:15][CH:14]([C:17]2[NH:18][CH:19]=[C:20]([C:22]3[CH:27]=[CH:26][C:25]([F:28])=[C:24]([C:29]([F:32])([F:31])[F:30])[CH:23]=3)[N:21]=2)[CH2:13][CH2:12]1)=[O:10])[C:2]1[CH:7]=[CH:6][CH:5]=[CH:4][CH:3]=1.[H-].[Na+].[C:35]([O:39][C:40]([N:42]1[CH2:46][CH2:45][CH:44](OS(C)(=O)=O)[CH2:43]1)=[O:41])([CH3:38])([CH3:37])[CH3:36]. (7) Given the product [C:41]([NH:40][C@H:39]([C:38]([O:37][C:15]1[CH:14]=[C:13]([CH:18]=[CH:17][C:16]=1[O:19][C:20](=[O:36])[C@H:21]([CH:33]([CH3:35])[CH3:34])[NH:22][C:23]([O:25][CH2:26][C:27]1[CH:32]=[CH:31][CH:30]=[CH:29][CH:28]=1)=[O:24])[CH2:12][CH2:8][C:9]([OH:11])=[O:10])=[O:54])[CH:51]([CH3:52])[CH3:53])([O:43][CH2:44][C:45]1[CH:46]=[CH:47][CH:48]=[CH:49][CH:50]=1)=[O:42], predict the reactants needed to synthesize it. The reactants are: COC1C=CC(C[CH:8]([CH2:12][C:13]2[CH:18]=[CH:17][C:16]([O:19][C:20](=[O:36])[C@H:21]([CH:33]([CH3:35])[CH3:34])[NH:22][C:23]([O:25][CH2:26][C:27]3[CH:32]=[CH:31][CH:30]=[CH:29][CH:28]=3)=[O:24])=[C:15]([O:37][C:38](=[O:54])[C@H:39]([CH:51]([CH3:53])[CH3:52])[NH:40][C:41]([O:43][CH2:44][C:45]3[CH:50]=[CH:49][CH:48]=[CH:47][CH:46]=3)=[O:42])[CH:14]=2)[C:9]([O-:11])=[O:10])=CC=1.